From a dataset of Full USPTO retrosynthesis dataset with 1.9M reactions from patents (1976-2016). Predict the reactants needed to synthesize the given product. (1) The reactants are: [NH2:1][CH2:2][C:3]1[CH:4]=[C:5]([C:9]2[N:10]([CH3:21])[C:11]3[C:16]([C:17]=2[C:18]#[N:19])=[CH:15][CH:14]=[C:13]([Cl:20])[CH:12]=3)[CH:6]=[N:7][CH:8]=1.[CH:22]([N:25]=[C:26]=[O:27])([CH3:24])[CH3:23]. Given the product [Cl:20][C:13]1[CH:12]=[C:11]2[C:16]([C:17]([C:18]#[N:19])=[C:9]([C:5]3[CH:4]=[C:3]([CH2:2][NH:1][C:26]([NH:25][CH:22]([CH3:24])[CH3:23])=[O:27])[CH:8]=[N:7][CH:6]=3)[N:10]2[CH3:21])=[CH:15][CH:14]=1, predict the reactants needed to synthesize it. (2) Given the product [OH:6][C:7]1[CH:8]=[C:9]2[C:14](=[CH:15][CH:16]=1)[CH:13]=[C:12]([CH:17]=[O:18])[CH:11]=[CH:10]2, predict the reactants needed to synthesize it. The reactants are: [Cl-].[Cl-].[Cl-].[Al+3].C[O:6][C:7]1[CH:8]=[C:9]2[C:14](=[CH:15][CH:16]=1)[CH:13]=[C:12]([CH:17]=[O:18])[CH:11]=[CH:10]2. (3) Given the product [Br:1][C:2]1[CH:7]=[CH:6][C:5]([N+:12]([O-:14])=[O:13])=[C:4]([N+:8]([O-:10])=[O:9])[C:3]=1[CH3:11], predict the reactants needed to synthesize it. The reactants are: [Br:1][C:2]1[CH:7]=[CH:6][CH:5]=[C:4]([N+:8]([O-:10])=[O:9])[C:3]=1[CH3:11].[N+:12]([O-])([OH:14])=[O:13].